Dataset: Forward reaction prediction with 1.9M reactions from USPTO patents (1976-2016). Task: Predict the product of the given reaction. (1) Given the reactants [F:1][C:2]1[CH:7]=[CH:6][CH:5]=[C:4]([F:8])[C:3]=1[N:9]1[CH2:14][CH2:13][NH:12][CH2:11][CH2:10]1.Cl[CH2:16][CH2:17][N:18]1[C:27](=[O:28])[CH2:26][C:21]2([CH2:25][CH2:24][CH2:23][CH2:22]2)[CH2:20][C:19]1=[O:29], predict the reaction product. The product is: [F:8][C:4]1[CH:5]=[CH:6][CH:7]=[C:2]([F:1])[C:3]=1[N:9]1[CH2:14][CH2:13][N:12]([CH2:16][CH2:17][N:18]2[C:19](=[O:29])[CH2:20][C:21]3([CH2:25][CH2:24][CH2:23][CH2:22]3)[CH2:26][C:27]2=[O:28])[CH2:11][CH2:10]1. (2) Given the reactants P([O-])([O-])([O-])=O.[K+].[K+].[K+].Cl[C:10]1[CH:11]=[CH:12][C:13]2[N:19]3[CH2:20][C@H:16]([CH2:17][CH2:18]3)[N:15]([C:21]([NH:23][C:24]3[CH:29]=[N:28][CH:27]=[CH:26][N:25]=3)=[O:22])[C:14]=2[N:30]=1.[CH3:31][C:32]1[CH:36]=[C:35](B2OC(C)(C)C(C)(C)O2)[NH:34][N:33]=1.CC(C1C=C(C(C)C)C(C2C=CC=CC=2P(C2CCCCC2)C2CCCCC2)=C(C(C)C)C=1)C, predict the reaction product. The product is: [CH3:31][C:32]1[CH:36]=[C:35]([C:10]2[CH:11]=[CH:12][C:13]3[N:19]4[CH2:20][C@H:16]([CH2:17][CH2:18]4)[N:15]([C:21]([NH:23][C:24]4[CH:29]=[N:28][CH:27]=[CH:26][N:25]=4)=[O:22])[C:14]=3[N:30]=2)[NH:34][N:33]=1.